This data is from Forward reaction prediction with 1.9M reactions from USPTO patents (1976-2016). The task is: Predict the product of the given reaction. (1) Given the reactants [Cl:1][C:2]1[CH:7]=[C:6](B2OC(C)(C)C(C)(C)O2)[CH:5]=[CH:4][C:3]=1[C:17]([CH:25]1[CH2:27][CH2:26]1)([OH:24])[CH2:18][N:19]1[CH:23]=[N:22][CH:21]=[N:20]1.Br[C:29]1[S:30][CH:31]=[CH:32][CH:33]=1.C([O-])([O-])=O.[Na+].[Na+].[NH4+].[Cl-], predict the reaction product. The product is: [Cl:1][C:2]1[CH:7]=[C:6]([C:29]2[S:30][CH:31]=[CH:32][CH:33]=2)[CH:5]=[CH:4][C:3]=1[C:17]([CH:25]1[CH2:26][CH2:27]1)([OH:24])[CH2:18][N:19]1[CH:23]=[N:22][CH:21]=[N:20]1. (2) Given the reactants [Si]([O:8][CH:9]([CH2:15][CH2:16][CH2:17][CH3:18])[C:10]([O:12]CC)=O)(C(C)(C)C)(C)C.[NH2:19][C:20]1[CH:25]=[N:24][C:23]([CH3:26])=[CH:22][N:21]=1, predict the reaction product. The product is: [OH:8][CH:9]([CH2:15][CH2:16][CH2:17][CH3:18])[C:10]([NH:19][C:20]1[CH:25]=[N:24][C:23]([CH3:26])=[CH:22][N:21]=1)=[O:12]. (3) Given the reactants [CH:1]1([N:6]2[C:10]3[N:11]=[C:12]([NH:15][C:16]4[CH:24]=[CH:23][C:19]([C:20](O)=[O:21])=[CH:18][N:17]=4)[N:13]=[CH:14][C:9]=3[CH:8]=[C:7]2[C:25](=[O:29])[N:26]([CH3:28])[CH3:27])[CH2:5][CH2:4][CH2:3][CH2:2]1.[N:30]12[CH2:38][CH2:37][CH:34]([CH2:35][CH2:36]1)[NH:33][CH2:32][CH2:31]2, predict the reaction product. The product is: [CH3:28][N:26]([CH3:27])[C:25]([C:7]1[N:6]([CH:1]2[CH2:5][CH2:4][CH2:3][CH2:2]2)[C:10]2[N:11]=[C:12]([NH:15][C:16]3[CH:24]=[CH:23][C:19]([C:20]([N:33]4[CH:34]5[CH2:37][CH2:38][N:30]([CH2:36][CH2:35]5)[CH2:31][CH2:32]4)=[O:21])=[CH:18][N:17]=3)[N:13]=[CH:14][C:9]=2[CH:8]=1)=[O:29]. (4) Given the reactants [F:1][C:2]1[C:7](B(O)O)=[CH:6][CH:5]=[CH:4][N:3]=1.FC(F)(F)S(O[C:17]1[CH:30]=[C:29]2[C:20]([O:21][C:22]3[C:23]([F:51])=[CH:24][C:25]([C:44]#[C:45][C:46]4([CH3:50])[CH2:49][O:48][CH2:47]4)=[CH:26][C:27]=3[C@:28]32[N:35]=[C:34]([NH:36]C(OC(C)(C)C)=O)[CH2:33][O:32][CH2:31]3)=[CH:19][CH:18]=1)(=O)=O.C(=O)([O-])[O-].[Na+].[Na+].C(O)(C(F)(F)F)=O, predict the reaction product. The product is: [F:51][C:23]1[C:22]2[O:21][C:20]3[C:29](=[CH:30][C:17]([C:7]4[C:2]([F:1])=[N:3][CH:4]=[CH:5][CH:6]=4)=[CH:18][CH:19]=3)[C@:28]3([N:35]=[C:34]([NH2:36])[CH2:33][O:32][CH2:31]3)[C:27]=2[CH:26]=[C:25]([C:44]#[C:45][C:46]2([CH3:50])[CH2:49][O:48][CH2:47]2)[CH:24]=1. (5) Given the reactants CC1OC2C=CC(C(NN)=O)=CC=2OC1.CC(C)(C(=O)CC)C.[CH2:24]([C:26](=[N:31][NH:32][C:33]([C:35]1[CH:44]=[CH:43][C:38]2[O:39][CH2:40][CH2:41][O:42][C:37]=2[C:36]=1[CH3:45])=[O:34])[C:27]([CH3:30])([CH3:29])[CH3:28])[CH3:25].C([BH3-])#N.[Na+], predict the reaction product. The product is: [CH2:24]([CH:26]([NH:31][NH:32][C:33]([C:35]1[CH:44]=[CH:43][C:38]2[O:39][CH2:40][CH2:41][O:42][C:37]=2[C:36]=1[CH3:45])=[O:34])[C:27]([CH3:30])([CH3:28])[CH3:29])[CH3:25].